From a dataset of Full USPTO retrosynthesis dataset with 1.9M reactions from patents (1976-2016). Predict the reactants needed to synthesize the given product. (1) The reactants are: [Cl:1][C:2]1[C:7]([Cl:8])=[CH:6][CH:5]=[CH:4][C:3]=1[NH:9][C:10](=[O:15])[C:11]([CH3:14])([CH3:13])[CH3:12].CN(CCN(C)C)C.[Li]CCCC.CON(C)[C:32](=[O:39])[C:33]1[CH:38]=[CH:37][CH:36]=[CH:35][CH:34]=1.[NH4+].[Cl-]. Given the product [C:32]([C:4]1[C:3]([NH:9][C:10](=[O:15])[C:11]([CH3:12])([CH3:14])[CH3:13])=[C:2]([Cl:1])[C:7]([Cl:8])=[CH:6][CH:5]=1)(=[O:39])[C:33]1[CH:38]=[CH:37][CH:36]=[CH:35][CH:34]=1, predict the reactants needed to synthesize it. (2) Given the product [CH3:20][N:2]([CH2:3][C:4]([N:6]1[C:15]2[C:10](=[CH:11][C:12]([CH3:19])=[C:13]([NH2:16])[CH:14]=2)[CH2:9][CH2:8][CH2:7]1)=[O:5])[CH3:1], predict the reactants needed to synthesize it. The reactants are: [CH3:1][N:2]([CH3:20])[CH2:3][C:4]([N:6]1[C:15]2[C:10](=[CH:11][C:12]([CH3:19])=[C:13]([N+:16]([O-])=O)[CH:14]=2)[CH2:9][CH2:8][CH2:7]1)=[O:5]. (3) The reactants are: [CH2:1]([N:3]1[CH2:8][CH2:7][O:6][CH:5]([C:9]2[CH:14]=[CH:13][C:12]([NH2:15])=[CH:11][CH:10]=2)[CH2:4]1)[CH3:2].CS([C:19]1[N:24]=[CH:23][C:22]2=[CH:25][CH:26]=[C:27]([C:28]3[CH:33]=[CH:32][CH:31]=[CH:30][C:29]=3[N:34]([CH3:39])[S:35]([CH3:38])(=[O:37])=[O:36])[N:21]2[N:20]=1)=O. Given the product [CH2:1]([N:3]1[CH2:8][CH2:7][O:6][CH:5]([C:9]2[CH:14]=[CH:13][C:12]([NH:15][C:19]3[N:24]=[CH:23][C:22]4=[CH:25][CH:26]=[C:27]([C:28]5[CH:33]=[CH:32][CH:31]=[CH:30][C:29]=5[N:34]([CH3:39])[S:35]([CH3:38])(=[O:37])=[O:36])[N:21]4[N:20]=3)=[CH:11][CH:10]=2)[CH2:4]1)[CH3:2], predict the reactants needed to synthesize it. (4) The reactants are: [Cl:1][C:2]1[CH:7]=[C:6]([F:8])[CH:5]=[CH:4][C:3]=1[S:9](Cl)(=[O:11])=[O:10].[Cl:13][CH:14]([Cl:28])[CH2:15][C@H:16]([NH:20][C:21]([O:23][C:24]([CH3:27])([CH3:26])[CH3:25])=[O:22])[C:17]([OH:19])=[O:18].[NH2:29][C@@H](CC(Cl)Cl)C(O)=O.O(C(OC(C)(C)C)=O)C(OC(C)(C)C)=O.C([O-])([O-])=O.[K+].[K+].[CH:59]1([N:65]=C=O)[CH2:64][CH2:63][CH2:62][CH2:61][CH2:60]1.CC1[C:73]2=[N:74]C=[CH:76][CH:77]=[C:72]2OC=1C(O)=O. Given the product [Cl:28][CH:14]([Cl:13])[CH2:15][C@H:16]([NH:20][C:21]([NH:65][CH:59]1[CH2:60][CH2:61][CH2:62][CH2:63][CH2:64]1)=[O:23])[C:17]([NH:74][CH2:73][CH2:72][CH2:77][CH2:76][NH:29][S:9]([C:3]1[CH:4]=[CH:5][C:6]([F:8])=[CH:7][C:2]=1[Cl:1])(=[O:11])=[O:10])=[O:19].[Cl:13][CH:14]([Cl:28])[CH2:15][C@H:16]([NH:20][C:21]([O:23][C:24]([CH3:26])([CH3:25])[CH3:27])=[O:22])[C:17]([OH:19])=[O:18], predict the reactants needed to synthesize it. (5) Given the product [CH2:20]([O:19][C:16]1[CH:17]=[CH:18][C:13]([C:9]2[C:8]([NH2:7])=[CH:12][O:11][N:10]=2)=[N:14][CH:15]=1)[CH2:21][C:22]1[CH:23]=[CH:24][CH:25]=[CH:26][CH:27]=1, predict the reactants needed to synthesize it. The reactants are: C(OC(=O)[NH:7][C:8]1[C:9]([C:13]2[CH:18]=[CH:17][C:16]([O:19][CH2:20][CH2:21][C:22]3[CH:27]=[CH:26][CH:25]=[CH:24][CH:23]=3)=[CH:15][N:14]=2)=[N:10][O:11][CH:12]=1)(C)(C)C.Cl.C([O-])(O)=O.[Na+].